From a dataset of Reaction yield outcomes from USPTO patents with 853,638 reactions. Predict the reaction yield, written as a fraction of the theoretical maximum amount of product (1.0 means a 100% yield; for example, 0.34 means a 34% yield). (1) The reactants are C([O:3][C:4](=[O:18])[CH2:5][O:6][C:7]1[CH:12]=[C:11]([O:13][CH3:14])[C:10]([CH2:15][OH:16])=[CH:9][C:8]=1[Cl:17])C.O.[OH-].[Li+]. The catalyst is C1COCC1. The product is [Cl:17][C:8]1[CH:9]=[C:10]([CH2:15][OH:16])[C:11]([O:13][CH3:14])=[CH:12][C:7]=1[O:6][CH2:5][C:4]([OH:18])=[O:3]. The yield is 0.950. (2) The reactants are [C:1]1([C:7]2[CH:12]=[C:11]([CH2:13][CH2:14][S:15]([N:18]3[CH2:23][CH2:22][O:21][CH2:20][CH2:19]3)(=[O:17])=[O:16])[CH:10]=[CH:9][C:8]=2[NH:24][C:25]([C:27]2[N:28](COCC[Si](C)(C)C)[CH:29]=[C:30]([C:32]#[N:33])[N:31]=2)=[O:26])[CH2:6][CH2:5][CH2:4][CH2:3][CH:2]=1.C(O)(C(F)(F)F)=O. The catalyst is C(Cl)Cl.CCO. The product is [C:1]1([C:7]2[CH:12]=[C:11]([CH2:13][CH2:14][S:15]([N:18]3[CH2:19][CH2:20][O:21][CH2:22][CH2:23]3)(=[O:17])=[O:16])[CH:10]=[CH:9][C:8]=2[NH:24][C:25]([C:27]2[NH:28][CH:29]=[C:30]([C:32]#[N:33])[N:31]=2)=[O:26])[CH2:6][CH2:5][CH2:4][CH2:3][CH:2]=1. The yield is 0.0400. (3) The reactants are [Br:1][C:2]1[CH:3]=[C:4]2[C:8](=[CH:9][CH:10]=1)[NH:7][C:6](=[O:11])/[C:5]/2=[N:12]\[C:13]1[CH:18]=[CH:17][CH:16]=[C:15]([C:19]([F:22])([F:21])[F:20])[CH:14]=1.C(N(CC)CC)C.[C:30]1(B(O)O)[CH:35]=[CH:34][CH:33]=[CH:32][CH:31]=1. The catalyst is C(Cl)Cl.C([O-])(=O)C.[Cu+2].C([O-])(=O)C. The product is [Br:1][C:2]1[CH:3]=[C:4]2[C:8](=[CH:9][CH:10]=1)[N:7]([C:30]1[CH:35]=[CH:34][CH:33]=[CH:32][CH:31]=1)[C:6](=[O:11])/[C:5]/2=[N:12]\[C:13]1[CH:18]=[CH:17][CH:16]=[C:15]([C:19]([F:20])([F:22])[F:21])[CH:14]=1. The yield is 0.200. (4) The reactants are [NH2:1][C:2]1[C:3]([NH:28][CH:29]2[CH2:34][CH2:33][N:32]([C:35]([O:37][C:38]([CH3:41])([CH3:40])[CH3:39])=[O:36])[CH2:31][CH2:30]2)=[N:4][C:5]([N:14]2[C:18]3[CH:19]=[CH:20][CH:21]=[C:22]([O:23][CH3:24])[C:17]=3[N:16]=[C:15]2[CH:25]([F:27])[F:26])=[N:6][C:7]=1[N:8]1[CH2:13][CH2:12][O:11][CH2:10][CH2:9]1.[CH3:42]OC(OC)OC.O. No catalyst specified. The product is [F:27][CH:25]([F:26])[C:15]1[N:14]([C:5]2[N:4]=[C:3]3[C:2]([N:1]=[CH:42][N:28]3[CH:29]3[CH2:34][CH2:33][N:32]([C:35]([O:37][C:38]([CH3:41])([CH3:40])[CH3:39])=[O:36])[CH2:31][CH2:30]3)=[C:7]([N:8]3[CH2:9][CH2:10][O:11][CH2:12][CH2:13]3)[N:6]=2)[C:18]2[CH:19]=[CH:20][CH:21]=[C:22]([O:23][CH3:24])[C:17]=2[N:16]=1. The yield is 0.760. (5) The reactants are [Cl-].O[NH3+:3].[C:4](=[O:7])([O-])[OH:5].[Na+].CS(C)=O.[CH2:13]([C:17]1[N:18]=[C:19]([CH3:49])[N:20]([C:39]2[CH:44]=[CH:43][C:42]([O:45][CH3:46])=[C:41]([O:47][CH3:48])[CH:40]=2)[C:21](=[O:38])[C:22]=1[CH2:23][C:24]1[CH:29]=[CH:28][C:27]([C:30]2[C:31]([C:36]#[N:37])=[CH:32][CH:33]=[CH:34][CH:35]=2)=[CH:26][CH:25]=1)[CH2:14][CH2:15][CH3:16]. The catalyst is O.C(OCC)(=O)C. The product is [CH2:13]([C:17]1[N:18]=[C:19]([CH3:49])[N:20]([C:39]2[CH:44]=[CH:43][C:42]([O:45][CH3:46])=[C:41]([O:47][CH3:48])[CH:40]=2)[C:21](=[O:38])[C:22]=1[CH2:23][C:24]1[CH:25]=[CH:26][C:27]([C:30]2[CH:35]=[CH:34][CH:33]=[CH:32][C:31]=2[C:36]2[NH:3][C:4](=[O:7])[O:5][N:37]=2)=[CH:28][CH:29]=1)[CH2:14][CH2:15][CH3:16]. The yield is 0.590. (6) The reactants are [Mg].Br[CH2:3][CH2:4][C:5]([F:8])([F:7])[F:6].[N:9]1[CH:14]=[CH:13][CH:12]=[CH:11][C:10]=1[CH:15]=[O:16]. The catalyst is BrC(Br)C.C1COCC1. The product is [F:6][C:5]([F:8])([F:7])[CH2:4][CH2:3][CH:15]([C:10]1[CH:11]=[CH:12][CH:13]=[CH:14][N:9]=1)[OH:16]. The yield is 0.570. (7) The reactants are [C:1]([O:13][CH2:14][CH2:15][CH2:16][CH3:17])(=[O:12])[C:2]([CH2:4][C:5]([O:7]CCCC)=O)=[CH2:3].[CH2:18]([CH:20]([CH2:23][CH2:24][CH2:25][CH3:26])[CH2:21][NH2:22])[CH3:19]. No catalyst specified. The product is [CH2:14]([O:13][C:1]([CH:2]1[CH2:4][C:5](=[O:7])[N:22]([CH2:21][CH:20]([CH2:18][CH3:19])[CH2:23][CH2:24][CH2:25][CH3:26])[CH2:3]1)=[O:12])[CH2:15][CH2:16][CH3:17]. The yield is 0.956.